Dataset: Reaction yield outcomes from USPTO patents with 853,638 reactions. Task: Predict the reaction yield, written as a fraction of the theoretical maximum amount of product (1.0 means a 100% yield; for example, 0.34 means a 34% yield). (1) The reactants are [N+:1]([C:4]1[C:5]([CH:14]=O)=[CH:6][CH:7]=[C:8]2[C:13]=1[N:12]=[CH:11][CH:10]=[CH:9]2)([O-:3])=[O:2].[CH3:16][C:17]([S:20]([NH2:22])=[O:21])([CH3:19])[CH3:18].CCOC(C)=O. The catalyst is C1COCC1.[Cl-].[Na+].O.[O-]CC.[O-]CC.[O-]CC.[O-]CC.[Ti+4]. The product is [N+:1]([C:4]1[C:5](/[CH:14]=[N:22]/[S:20]([C:17]([CH3:19])([CH3:18])[CH3:16])=[O:21])=[CH:6][CH:7]=[C:8]2[C:13]=1[N:12]=[CH:11][CH:10]=[CH:9]2)([O-:3])=[O:2]. The yield is 0.760. (2) The reactants are [Cl:1][C:2]1[CH:10]=[CH:9][C:8]([C:11]2[N:12]([CH3:23])[C:13]3[C:18]([CH:19]=2)=[CH:17][C:16]([C:20](O)=[O:21])=[CH:15][CH:14]=3)=[C:7]2[C:3]=1[CH2:4][NH:5][C:6]2=[O:24].CCN=C=NCCCN(C)C.C1C=C2N=NN(O)C2=CC=1.O.[OH:47][CH2:48][CH2:49][N:50]1[CH2:55][CH2:54][NH:53][CH2:52][CH2:51]1. The catalyst is CN(C=O)C.C(OCC)(=O)C.O. The product is [Cl:1][C:2]1[CH:10]=[CH:9][C:8]([C:11]2[N:12]([CH3:23])[C:13]3[C:18]([CH:19]=2)=[CH:17][C:16]([C:20]([N:53]2[CH2:54][CH2:55][N:50]([CH2:49][CH2:48][OH:47])[CH2:51][CH2:52]2)=[O:21])=[CH:15][CH:14]=3)=[C:7]2[C:3]=1[CH2:4][NH:5][C:6]2=[O:24]. The yield is 0.700. (3) The reactants are [CH2:1]([O:3][C:4]1[CH:5]=[C:6]([CH2:18][OH:19])[CH:7]=[C:8]([O:15][CH2:16][CH3:17])[C:9]=1[N:10]1[CH:14]=[CH:13][CH:12]=[CH:11]1)[CH3:2]. The catalyst is C1(C)C=CC=CC=1.O=[Mn]=O. The product is [CH2:16]([O:15][C:8]1[CH:7]=[C:6]([CH:5]=[C:4]([O:3][CH2:1][CH3:2])[C:9]=1[N:10]1[CH:14]=[CH:13][CH:12]=[CH:11]1)[CH:18]=[O:19])[CH3:17]. The yield is 0.890. (4) The reactants are [C:1]([NH:5][S:6]([C:9]1[C:10]([S:24]([NH2:27])(=[O:26])=[O:25])=[CH:11][CH:12]=[C:13]([CH2:15][O:16][Si:17]([C:20]([CH3:23])([CH3:22])[CH3:21])([CH3:19])[CH3:18])[CH:14]=1)(=[O:8])=[O:7])([CH3:4])([CH3:3])[CH3:2].[Br:28][C:29]1[CH:37]=[CH:36][C:32]([C:33](O)=[O:34])=[CH:31][CH:30]=1.Cl.CN(C)CCCN=C=NCC.O. The catalyst is CN(C)C1C=CN=CC=1.CN(C)C=O. The product is [Br:28][C:29]1[CH:37]=[CH:36][C:32]([C:33]([NH:27][S:24]([C:10]2[CH:11]=[CH:12][C:13]([CH2:15][O:16][Si:17]([C:20]([CH3:21])([CH3:23])[CH3:22])([CH3:19])[CH3:18])=[CH:14][C:9]=2[S:6](=[O:8])(=[O:7])[NH:5][C:1]([CH3:2])([CH3:3])[CH3:4])(=[O:25])=[O:26])=[O:34])=[CH:31][CH:30]=1. The yield is 1.00. (5) The reactants are [Br:1][C:2]1[CH:3]=[CH:4][C:5](I)=[N:6][CH:7]=1.[C:9]1([CH3:15])[CH:14]=[CH:13][CH:12]=[CH:11][CH:10]=1. The catalyst is C(=O)([O-])[O-].[Na+].[Na+]. The product is [Br:1][C:2]1[CH:3]=[CH:4][C:5]([C:10]2[CH:11]=[CH:12][CH:13]=[CH:14][C:9]=2[CH3:15])=[N:6][CH:7]=1. The yield is 0.840. (6) The reactants are C([O:3][C:4](=[O:40])[CH:5]([CH2:27][C:28]1[CH:33]=[CH:32][CH:31]=[CH:30][C:29]=1[C:34]1[CH:39]=[CH:38][CH:37]=[CH:36][CH:35]=1)[CH2:6][CH2:7][CH:8]([CH2:14][C:15]1[CH:20]=[CH:19][CH:18]=[CH:17][C:16]=1[C:21]1[CH:26]=[CH:25][CH:24]=[CH:23][CH:22]=1)[C:9]([O:11]CC)=[O:10])C.[OH-].[K+]. The catalyst is O.CO. The product is [C:34]1([C:29]2[CH:30]=[CH:31][CH:32]=[CH:33][C:28]=2[CH2:27][CH:5]([CH2:6][CH2:7][CH:8]([CH2:14][C:15]2[CH:20]=[CH:19][CH:18]=[CH:17][C:16]=2[C:21]2[CH:26]=[CH:25][CH:24]=[CH:23][CH:22]=2)[C:9]([OH:11])=[O:10])[C:4]([OH:40])=[O:3])[CH:35]=[CH:36][CH:37]=[CH:38][CH:39]=1. The yield is 0.850. (7) The reactants are [CH3:1][C:2]([CH3:9])=[CH:3][C:4]([N:6]=[C:7]=[S:8])=[O:5].[NH:10]1[CH2:15][CH2:14][CH2:13][CH2:12][CH2:11]1. The catalyst is C1C=CC=CC=1. The product is [N:10]1([C:7]([NH:6][C:4](=[O:5])[CH:3]=[C:2]([CH3:9])[CH3:1])=[S:8])[CH2:15][CH2:14][CH2:13][CH2:12][CH2:11]1. The yield is 1.04.